From a dataset of Peptide-MHC class II binding affinity with 134,281 pairs from IEDB. Regression. Given a peptide amino acid sequence and an MHC pseudo amino acid sequence, predict their binding affinity value. This is MHC class II binding data. (1) The peptide sequence is GLLHPILVIRNQKVS. The MHC is HLA-DQA10101-DQB10501 with pseudo-sequence HLA-DQA10101-DQB10501. The binding affinity (normalized) is 0.0765. (2) The binding affinity (normalized) is 0.212. The MHC is HLA-DQA10301-DQB10302 with pseudo-sequence HLA-DQA10301-DQB10302. The peptide sequence is MWDPDVYLAFSGHRN. (3) The peptide sequence is LAWLVQASANSAAMA. The MHC is HLA-DQA10501-DQB10301 with pseudo-sequence HLA-DQA10501-DQB10301. The binding affinity (normalized) is 0.446. (4) The peptide sequence is LQMNSLRAEDTAVYY. The MHC is DRB1_0101 with pseudo-sequence DRB1_0101. The binding affinity (normalized) is 0.918.